Dataset: NCI-60 drug combinations with 297,098 pairs across 59 cell lines. Task: Regression. Given two drug SMILES strings and cell line genomic features, predict the synergy score measuring deviation from expected non-interaction effect. (1) Drug 1: CC12CCC(CC1=CCC3C2CCC4(C3CC=C4C5=CN=CC=C5)C)O. Drug 2: CS(=O)(=O)OCCCCOS(=O)(=O)C. Cell line: SN12C. Synergy scores: CSS=9.83, Synergy_ZIP=-2.64, Synergy_Bliss=-1.96, Synergy_Loewe=-2.39, Synergy_HSA=-2.38. (2) Drug 1: CC(C1=C(C=CC(=C1Cl)F)Cl)OC2=C(N=CC(=C2)C3=CN(N=C3)C4CCNCC4)N. Drug 2: CCCS(=O)(=O)NC1=C(C(=C(C=C1)F)C(=O)C2=CNC3=C2C=C(C=N3)C4=CC=C(C=C4)Cl)F. Cell line: COLO 205. Synergy scores: CSS=39.2, Synergy_ZIP=0.913, Synergy_Bliss=3.74, Synergy_Loewe=-10.7, Synergy_HSA=3.19. (3) Drug 1: CCC(=C(C1=CC=CC=C1)C2=CC=C(C=C2)OCCN(C)C)C3=CC=CC=C3.C(C(=O)O)C(CC(=O)O)(C(=O)O)O. Drug 2: C1CNP(=O)(OC1)N(CCCl)CCCl. Cell line: HOP-92. Synergy scores: CSS=0.152, Synergy_ZIP=4.39, Synergy_Bliss=8.79, Synergy_Loewe=3.00, Synergy_HSA=2.19. (4) Drug 2: CC1C(C(CC(O1)OC2CC(CC3=C2C(=C4C(=C3O)C(=O)C5=CC=CC=C5C4=O)O)(C(=O)C)O)N)O. Cell line: KM12. Drug 1: C1=CC(=CC=C1C#N)C(C2=CC=C(C=C2)C#N)N3C=NC=N3. Synergy scores: CSS=36.0, Synergy_ZIP=1.26, Synergy_Bliss=0.0133, Synergy_Loewe=-25.8, Synergy_HSA=0.435. (5) Drug 1: CC1=C(C(CCC1)(C)C)C=CC(=CC=CC(=CC(=O)O)C)C. Drug 2: CC1=C(N=C(N=C1N)C(CC(=O)N)NCC(C(=O)N)N)C(=O)NC(C(C2=CN=CN2)OC3C(C(C(C(O3)CO)O)O)OC4C(C(C(C(O4)CO)O)OC(=O)N)O)C(=O)NC(C)C(C(C)C(=O)NC(C(C)O)C(=O)NCCC5=NC(=CS5)C6=NC(=CS6)C(=O)NCCC[S+](C)C)O. Cell line: HT29. Synergy scores: CSS=7.02, Synergy_ZIP=-6.11, Synergy_Bliss=-4.93, Synergy_Loewe=-4.05, Synergy_HSA=-3.92. (6) Drug 1: CN1C(=O)N2C=NC(=C2N=N1)C(=O)N. Drug 2: C1CCC(C(C1)[NH-])[NH-].C(=O)(C(=O)[O-])[O-].[Pt+4]. Cell line: UACC62. Synergy scores: CSS=29.6, Synergy_ZIP=-7.91, Synergy_Bliss=-9.30, Synergy_Loewe=-9.36, Synergy_HSA=-4.68. (7) Drug 1: C#CCC(CC1=CN=C2C(=N1)C(=NC(=N2)N)N)C3=CC=C(C=C3)C(=O)NC(CCC(=O)O)C(=O)O. Drug 2: C(CCl)NC(=O)N(CCCl)N=O. Cell line: OVCAR-5. Synergy scores: CSS=0.865, Synergy_ZIP=1.26, Synergy_Bliss=3.02, Synergy_Loewe=0.690, Synergy_HSA=1.03. (8) Drug 1: CC(C)(C#N)C1=CC(=CC(=C1)CN2C=NC=N2)C(C)(C)C#N. Drug 2: CC1=C(C=C(C=C1)C(=O)NC2=CC(=CC(=C2)C(F)(F)F)N3C=C(N=C3)C)NC4=NC=CC(=N4)C5=CN=CC=C5. Cell line: K-562. Synergy scores: CSS=20.8, Synergy_ZIP=-1.01, Synergy_Bliss=-6.16, Synergy_Loewe=-10.5, Synergy_HSA=-8.07.